Task: Predict the product of the given reaction.. Dataset: Forward reaction prediction with 1.9M reactions from USPTO patents (1976-2016) (1) Given the reactants Br[C:2]1[CH:27]=[CH:26][C:5]2[N:6]([C:22]([CH3:25])([CH3:24])[CH3:23])[C:7]([C:9]3[CH:14]=[CH:13][CH:12]=[CH:11][C:10]=3[C:15]3[O:19][C:18](=[O:20])[N:17]([CH3:21])[N:16]=3)=[N:8][C:4]=2[CH:3]=1.[NH2:28][C:29]1[N:34]=[CH:33][C:32](B2OC(C)(C)C(C)(C)O2)=[CH:31][N:30]=1.C([O-])([O-])=O.[Na+].[Na+], predict the reaction product. The product is: [NH2:28][C:29]1[N:34]=[CH:33][C:32]([C:2]2[CH:27]=[CH:26][C:5]3[N:6]([C:22]([CH3:23])([CH3:25])[CH3:24])[C:7]([C:9]4[CH:14]=[CH:13][CH:12]=[CH:11][C:10]=4[C:15]4[O:19][C:18](=[O:20])[N:17]([CH3:21])[N:16]=4)=[N:8][C:4]=3[CH:3]=2)=[CH:31][N:30]=1. (2) Given the reactants [CH2:1]([O:8][C:9]1[CH:14]=[C:13]([CH3:15])[C:12]([C:16]2[C:17](=[O:23])[CH2:18][CH2:19][C:20]=2[O:21][CH3:22])=[C:11]([CH3:24])[CH:10]=1)[C:2]1[CH:7]=[CH:6][CH:5]=[CH:4][CH:3]=1.C([N-]C(C)C)(C)C.[Li+].[O:33]1[CH2:38][CH2:37][CH:36]([CH:39]=O)[CH2:35][CH2:34]1.CC(C)([O-])C.[K+], predict the reaction product. The product is: [CH2:1]([O:8][C:9]1[CH:14]=[C:13]([CH3:15])[C:12]([C:16]2[C:17](=[O:23])[C:18](=[CH:39][CH:36]3[CH2:37][CH2:38][O:33][CH2:34][CH2:35]3)[CH2:19][C:20]=2[O:21][CH3:22])=[C:11]([CH3:24])[CH:10]=1)[C:2]1[CH:3]=[CH:4][CH:5]=[CH:6][CH:7]=1. (3) Given the reactants Br[C:2]1[CH:3]=[CH:4][C:5]2[O:9][CH2:8][C:7]([CH3:11])([CH3:10])[C:6]=2[CH:12]=1.C([Li])CCC.CCCCCC.O, predict the reaction product. The product is: [CH3:10][C:7]1([CH3:11])[C:6]2[CH:12]=[CH:2][CH:3]=[CH:4][C:5]=2[O:9][CH2:8]1. (4) Given the reactants [F:1][C:2]1[CH:3]=[C:4]([NH:14][C:15](=[O:21])[O:16][C:17]([CH3:20])([CH3:19])[CH3:18])[C:5]([C:10](=[O:13])[CH2:11][F:12])=[N:6][C:7]=1[O:8][CH3:9].[CH3:22][N:23]([CH:25](N(C)C)OC(C)(C)C)[CH3:24], predict the reaction product. The product is: [CH3:22][N:23]([CH3:25])[CH:24]=[C:11]([F:12])[C:10]([C:5]1[C:4]([NH:14][C:15](=[O:21])[O:16][C:17]([CH3:18])([CH3:20])[CH3:19])=[CH:3][C:2]([F:1])=[C:7]([O:8][CH3:9])[N:6]=1)=[O:13].